Dataset: Catalyst prediction with 721,799 reactions and 888 catalyst types from USPTO. Task: Predict which catalyst facilitates the given reaction. Reactant: [F:1][C:2]1[CH:8]=[CH:7][C:5]([NH2:6])=[CH:4][C:3]=1[C:9]([F:12])([F:11])[F:10].[O-:13][C:14]#[N:15].[Na+]. Product: [F:1][C:2]1[CH:8]=[CH:7][C:5]([NH:6][C:14]([NH2:15])=[O:13])=[CH:4][C:3]=1[C:9]([F:10])([F:11])[F:12]. The catalyst class is: 86.